From a dataset of Catalyst prediction with 721,799 reactions and 888 catalyst types from USPTO. Predict which catalyst facilitates the given reaction. (1) Reactant: [CH2:1]([C:4]1[C:12]2[O:11][N:10]=[C:9]([CH2:13][CH2:14][C:15]3[N:16]=[C:17]([C:23]4[CH:28]=[CH:27][C:26]([Cl:29])=[CH:25][C:24]=4[Cl:30])[O:18][C:19]=3[CH:20]([CH3:22])[CH3:21])[C:8]=2[CH:7]=[CH:6][C:5]=1[OH:31])[CH:2]=[CH2:3].Br[C:33]([CH3:40])([CH3:39])[C:34]([O:36][CH2:37][CH3:38])=[O:35].C(=O)([O-])[O-].[K+].[K+]. Product: [CH2:1]([C:4]1[C:12]2[O:11][N:10]=[C:9]([CH2:13][CH2:14][C:15]3[N:16]=[C:17]([C:23]4[CH:28]=[CH:27][C:26]([Cl:29])=[CH:25][C:24]=4[Cl:30])[O:18][C:19]=3[CH:20]([CH3:22])[CH3:21])[C:8]=2[CH:7]=[CH:6][C:5]=1[O:31][C:33]([CH3:40])([CH3:39])[C:34]([O:36][CH2:37][CH3:38])=[O:35])[CH:2]=[CH2:3]. The catalyst class is: 311. (2) Reactant: [C:1]1([CH:7]([C:12]2[CH:17]=[CH:16][CH:15]=[CH:14][CH:13]=2)[C@H:8]([OH:11])[CH2:9]O)[CH:6]=[CH:5][CH:4]=[CH:3][CH:2]=1.C1C=CC(P(C2C=CC=CC=2)C2C=CC=CC=2)=CC=1.CCOC(/N=N/C(OCC)=O)=O. Product: [CH:7]([C@H:8]1[CH2:9][O:11]1)([C:12]1[CH:17]=[CH:16][CH:15]=[CH:14][CH:13]=1)[C:1]1[CH:6]=[CH:5][CH:4]=[CH:3][CH:2]=1. The catalyst class is: 48. (3) Reactant: [CH2:1]([NH:8][C:9](=[O:17])[C:10]1[CH:15]=[CH:14][N:13]=[C:12](Cl)[CH:11]=1)[C:2]1[CH:7]=[CH:6][CH:5]=[CH:4][CH:3]=1.[C:18]1([C:24]2[CH:29]=[CH:28][NH:27][C:26](=[O:30])[CH:25]=2)[CH:23]=[CH:22][CH:21]=[CH:20][CH:19]=1.C(=O)([O-])[O-].[K+].[K+]. Product: [CH2:1]([NH:8][C:9](=[O:17])[C:10]1[CH:15]=[CH:14][N:13]=[C:12]([N:27]2[CH:28]=[CH:29][C:24]([C:18]3[CH:19]=[CH:20][CH:21]=[CH:22][CH:23]=3)=[CH:25][C:26]2=[O:30])[CH:11]=1)[C:2]1[CH:7]=[CH:6][CH:5]=[CH:4][CH:3]=1. The catalyst class is: 590. (4) Reactant: [OH:1][C:2]1([C:16]2[CH:21]=[CH:20][C:19]([CH:22]([CH3:24])[CH3:23])=[CH:18][C:17]=2[O:25][CH3:26])[C:10](=[O:11])[C:9]2[C:4](=[CH:5][CH:6]=[CH:7][C:8]=2[N+:12]([O-])=O)[C:3]1=[O:15].Cl.O. Product: [NH2:12][C:8]1[CH:7]=[CH:6][CH:5]=[C:4]2[C:9]=1[C:10](=[O:11])[C:2]([OH:1])([C:16]1[CH:21]=[CH:20][C:19]([CH:22]([CH3:24])[CH3:23])=[CH:18][C:17]=1[O:25][CH3:26])[C:3]2=[O:15]. The catalyst class is: 186. (5) Reactant: [OH:1][C:2]([CH3:34])([CH3:33])[CH2:3][C@@:4]1([C:27]2[CH:32]=[CH:31][CH:30]=[CH:29][CH:28]=2)[O:8][C:7](=[O:9])[N:6]([C@H:10]([C:12]2[CH:17]=[CH:16][C:15](B3OC(C)(C)C(C)(C)O3)=[CH:14][CH:13]=2)[CH3:11])[CH2:5]1.I[C:36]1[CH:41]=[CH:40][N:39]([CH3:42])[C:38](=[O:43])[CH:37]=1.C([O-])([O-])=O.[Cs+].[Cs+].O. Product: [OH:1][C:2]([CH3:34])([CH3:33])[CH2:3][C@@:4]1([C:27]2[CH:28]=[CH:29][CH:30]=[CH:31][CH:32]=2)[O:8][C:7](=[O:9])[N:6]([C@H:10]([C:12]2[CH:17]=[CH:16][C:15]([C:36]3[CH:41]=[CH:40][N:39]([CH3:42])[C:38](=[O:43])[CH:37]=3)=[CH:14][CH:13]=2)[CH3:11])[CH2:5]1. The catalyst class is: 184. (6) Reactant: [C:1]([C:5]1[CH:6]=[C:7]([CH:38]=[CH:39][CH:40]=1)[CH2:8][NH:9][C@@H:10]1[C@@H:15]([OH:16])[C@H:14]([CH2:17][C:18]2[CH:23]=[C:22]([O:24][C@H:25]([CH2:30][O:31][CH3:32])[C:26]([F:29])([F:28])[F:27])[C:21]([N+:33]([O-])=O)=[C:20]([F:36])[CH:19]=2)[CH2:13][S@@:12](=[O:37])[CH2:11]1)([CH3:4])([CH3:3])[CH3:2]. Product: [NH2:33][C:21]1[C:22]([O:24][C@H:25]([CH2:30][O:31][CH3:32])[C:26]([F:29])([F:27])[F:28])=[CH:23][C:18]([CH2:17][C@H:14]2[C@H:15]([OH:16])[C@@H:10]([NH:9][CH2:8][C:7]3[CH:38]=[CH:39][CH:40]=[C:5]([C:1]([CH3:4])([CH3:2])[CH3:3])[CH:6]=3)[CH2:11][S@:12](=[O:37])[CH2:13]2)=[CH:19][C:20]=1[F:36]. The catalyst class is: 319. (7) Reactant: [O:1]1[C:6]2[CH:7]=[CH:8][C:9]([CH2:11][N:12]([CH:20]3[CH2:25][CH2:24][N:23]([CH2:26][CH2:27][N:28]4[C:37]5[C:32](=[C:33]([NH:38][C:39]([NH:41][CH2:42][CH3:43])=[O:40])[CH:34]=[CH:35][CH:36]=5)[CH:31]=[CH:30][C:29]4=[O:44])[CH2:22][CH2:21]3)C(=O)OC(C)(C)C)=[CH:10][C:5]=2[O:4][CH2:3][CH2:2]1.[ClH:45].O1CCOCC1. Product: [ClH:45].[CH2:42]([NH:41][C:39]([NH:38][C:33]1[CH:34]=[CH:35][CH:36]=[C:37]2[C:32]=1[CH:31]=[CH:30][C:29](=[O:44])[N:28]2[CH2:27][CH2:26][N:23]1[CH2:24][CH2:25][CH:20]([NH:12][CH2:11][C:9]2[CH:8]=[CH:7][C:6]3[O:1][CH2:2][CH2:3][O:4][C:5]=3[CH:10]=2)[CH2:21][CH2:22]1)=[O:40])[CH3:43]. The catalyst class is: 12. (8) Reactant: [O:1]=[S:2]1(=[O:28])[C:7]2[CH:8]=[CH:9][CH:10]=[CH:11][C:6]=2[NH:5][C:4]([C:12]2C(=O)[N:16]([N:19]=[CH:20][CH:21](C)[CH3:22])[C:15]3[CH:24]=[CH:25][S:26][C:14]=3[C:13]=2[OH:27])=[N:3]1.[CH3:29][OH:30].[BH4-].[Li+].Cl. Product: [CH:20]1([NH:19][N:16]2[C:29](=[O:30])[C:12]([C:4]3[NH:5][C:6]4[CH:11]=[CH:10][CH:9]=[CH:8][C:7]=4[S:2](=[O:1])(=[O:28])[N:3]=3)=[C:13]([OH:27])[C:14]3[S:26][CH:25]=[CH:24][C:15]2=3)[CH2:21][CH2:22][CH2:8][CH2:7][CH2:6][CH2:11]1. The catalyst class is: 30. (9) Reactant: [NH2:1][C:2]1[CH:7]=[CH:6][C:5]([CH:8]2[N:13]([CH3:14])[CH2:12][CH2:11][N:10]([CH3:15])[C:9]2=[O:16])=[CH:4][CH:3]=1.Br[C:18]1[C:19](=[O:44])[N:20]([CH3:43])[CH:21]=[C:22]([C:24]2[C:25]([CH3:42])=[C:26]([NH:30][C:31]([C:33]3[S:37][C:36]4[CH2:38][CH2:39][CH2:40][CH2:41][C:35]=4[CH:34]=3)=[O:32])[CH:27]=[CH:28][CH:29]=2)[N:23]=1.C(=O)([O-])[O-].[Cs+].[Cs+].CC1(C)C2C(=C(P(C3C=CC=CC=3)C3C=CC=CC=3)C=CC=2)OC2C(P(C3C=CC=CC=3)C3C=CC=CC=3)=CC=CC1=2. Product: [CH3:14][N:13]1[CH2:12][CH2:11][N:10]([CH3:15])[C:9](=[O:16])[CH:8]1[C:5]1[CH:4]=[CH:3][C:2]([NH:1][C:18]2[C:19](=[O:44])[N:20]([CH3:43])[CH:21]=[C:22]([C:24]3[C:25]([CH3:42])=[C:26]([NH:30][C:31]([C:33]4[S:37][C:36]5[CH2:38][CH2:39][CH2:40][CH2:41][C:35]=5[CH:34]=4)=[O:32])[CH:27]=[CH:28][CH:29]=3)[N:23]=2)=[CH:7][CH:6]=1. The catalyst class is: 102.